From a dataset of Reaction yield outcomes from USPTO patents with 853,638 reactions. Predict the reaction yield, written as a fraction of the theoretical maximum amount of product (1.0 means a 100% yield; for example, 0.34 means a 34% yield). (1) The catalyst is CN(C=O)C.O. The reactants are [H-].[Na+].[CH3:3][N:4]1[C:8]2[CH:9]=[C:10]([C:13]3[CH:14]=[C:15]([OH:19])[CH:16]=[CH:17][CH:18]=3)[CH:11]=[CH:12][C:7]=2[N:6]=[CH:5]1.Cl[CH2:21][CH:22]1[CH2:24][O:23]1. The yield is 0.800. The product is [CH3:3][N:4]1[C:8]2[CH:9]=[C:10]([C:13]3[CH:18]=[CH:17][CH:16]=[C:15]([O:19][CH2:21][CH:22]4[CH2:24][O:23]4)[CH:14]=3)[CH:11]=[CH:12][C:7]=2[N:6]=[CH:5]1. (2) The reactants are Cl[C:2]1[C:30]([Cl:31])=[CH:29][CH:28]=[CH:27][C:3]=1[CH2:4][N:5]1[C:9]2[CH:10]=[C:11]([N:18]3[CH2:23][CH2:22][O:21][CH2:20][CH2:19]3)[CH:12]=[C:13]([C:14]([O:16]C)=[O:15])[C:8]=2[N:7]=[C:6]1[CH:24]([F:26])[F:25].[Li+].[OH-].[CH2:34]1COCC1. No catalyst specified. The product is [Cl:31][C:30]1[C:2]([CH3:34])=[C:3]([CH2:4][N:5]2[C:9]3[CH:10]=[C:11]([N:18]4[CH2:23][CH2:22][O:21][CH2:20][CH2:19]4)[CH:12]=[C:13]([C:14]([OH:16])=[O:15])[C:8]=3[N:7]=[C:6]2[CH:24]([F:26])[F:25])[CH:27]=[CH:28][CH:29]=1. The yield is 0.800. (3) The reactants are [OH:1][C@@H:2]1[CH2:7][CH2:6][CH2:5][CH2:4][C@H:3]1[NH:8][C:9]1[S:10][C:11]2[CH:17]=[C:16]([CH2:18][N:19]3[C:23]4[CH:24]=[CH:25][C:26]([C:28]#N)=[CH:27][C:22]=4[N:21]=[CH:20]3)[CH:15]=[CH:14][C:12]=2[N:13]=1.[CH3:30][Si:31]([C:34]#C)([CH3:33])[CH3:32].CCN(C(C)C)C(C)C. The catalyst is CC#N.C1C=CC(/C=C/C(/C=C/C2C=CC=CC=2)=O)=CC=1.C1C=CC(/C=C/C(/C=C/C2C=CC=CC=2)=O)=CC=1.C1C=CC(/C=C/C(/C=C/C2C=CC=CC=2)=O)=CC=1.[Pd].[Pd]. The product is [CH3:30][Si:31]([C:34]#[C:28][C:26]1[CH:25]=[CH:24][C:23]2[N:19]([CH2:18][C:16]3[CH:15]=[CH:14][C:12]4[N:13]=[C:9]([NH:8][C@@H:3]5[CH2:4][CH2:5][CH2:6][CH2:7][C@H:2]5[OH:1])[S:10][C:11]=4[CH:17]=3)[CH:20]=[N:21][C:22]=2[CH:27]=1)([CH3:33])[CH3:32]. The yield is 0.540. (4) The reactants are Br[CH:2]1[C:8](=O)[CH2:7][C:6]([CH3:11])([CH3:10])[CH2:5][NH:4][C:3]1=[O:12].[Cl:13][CH2:14][CH2:15][CH2:16][O:17][C:18]1[CH:23]=[CH:22][C:21]([C:24](=[S:26])[NH2:25])=[CH:20][CH:19]=1. The catalyst is CN(C=O)C. The product is [Cl:13][CH2:14][CH2:15][CH2:16][O:17][C:18]1[CH:23]=[CH:22][C:21]([C:24]2[S:26][C:2]3[C:3](=[O:12])[NH:4][CH2:5][C:6]([CH3:11])([CH3:10])[CH2:7][C:8]=3[N:25]=2)=[CH:20][CH:19]=1. The yield is 0.990.